This data is from Full USPTO retrosynthesis dataset with 1.9M reactions from patents (1976-2016). The task is: Predict the reactants needed to synthesize the given product. Given the product [Cl:13][C:14]1[CH:22]=[C:21]([F:23])[C:20]([S:24]([NH:1][C:2]2[S:3][CH:4]=[C:5]([CH2:7][C:8]([O:10][CH2:11][CH3:12])=[O:9])[N:6]=2)(=[O:26])=[O:25])=[CH:19][C:15]=1[C:16]([OH:18])=[O:17], predict the reactants needed to synthesize it. The reactants are: [NH2:1][C:2]1[S:3][CH:4]=[C:5]([CH2:7][C:8]([O:10][CH2:11][CH3:12])=[O:9])[N:6]=1.[Cl:13][C:14]1[CH:22]=[C:21]([F:23])[C:20]([S:24](Cl)(=[O:26])=[O:25])=[CH:19][C:15]=1[C:16]([OH:18])=[O:17].